Dataset: Full USPTO retrosynthesis dataset with 1.9M reactions from patents (1976-2016). Task: Predict the reactants needed to synthesize the given product. (1) Given the product [F:27][C:2]1([F:1])[CH2:7][CH2:6][CH:5]([CH2:8][NH:9][C:10]([C:12]2[C:13]3[CH:14]=[CH:15][C:16]([CH2:23][CH2:24][CH2:25][OH:26])=[N:17][C:18]=3[CH:19]=[CH:20][C:21]=2[Cl:22])=[O:11])[CH2:4][CH2:3]1, predict the reactants needed to synthesize it. The reactants are: [F:1][C:2]1([F:27])[CH2:7][CH2:6][CH:5]([CH2:8][NH:9][C:10]([C:12]2[C:13]3[CH:14]=[CH:15][C:16]([C:23]#[C:24][CH2:25][OH:26])=[N:17][C:18]=3[CH:19]=[CH:20][C:21]=2[Cl:22])=[O:11])[CH2:4][CH2:3]1.C[SiH](C)C. (2) Given the product [CH3:28][C:22]1[CH:23]=[C:24]([CH3:27])[CH:25]=[CH:26][C:21]=1[N:18]1[CH2:17][CH2:16][N:15]([C:13]([C:5]2[CH:4]=[CH:3][C:2]([N:1]3[CH2:30][CH2:31][CH2:32][S:33]3(=[O:35])=[O:34])=[CH:7][C:6]=2[NH:8][S:9]([CH3:12])(=[O:11])=[O:10])=[O:14])[CH2:20][CH2:19]1, predict the reactants needed to synthesize it. The reactants are: [NH2:1][C:2]1[CH:3]=[CH:4][C:5]([C:13]([N:15]2[CH2:20][CH2:19][N:18]([C:21]3[CH:26]=[CH:25][C:24]([CH3:27])=[CH:23][C:22]=3[CH3:28])[CH2:17][CH2:16]2)=[O:14])=[C:6]([NH:8][S:9]([CH3:12])(=[O:11])=[O:10])[CH:7]=1.Cl[CH2:30][CH2:31][CH2:32][S:33](Cl)(=[O:35])=[O:34].